From a dataset of Full USPTO retrosynthesis dataset with 1.9M reactions from patents (1976-2016). Predict the reactants needed to synthesize the given product. Given the product [OH:31][C:5]1[CH:4]=[C:3]([O:2][CH3:1])[CH:8]=[CH:7][C:6]=1[C:9]([C:11]1[CH:12]=[CH:13][C:14]([O:17][CH2:18][C:19]2[N:20]=[C:21]([C:25]3[CH:26]=[CH:27][CH:28]=[CH:29][CH:30]=3)[O:22][C:23]=2[CH3:24])=[CH:15][CH:16]=1)=[O:10], predict the reactants needed to synthesize it. The reactants are: [CH3:1][O:2][C:3]1[CH:8]=[CH:7][C:6]([C:9]([C:11]2[CH:16]=[CH:15][C:14]([O:17][CH2:18][C:19]3[N:20]=[C:21]([C:25]4[CH:30]=[CH:29][CH:28]=[CH:27][CH:26]=4)[O:22][C:23]=3[CH3:24])=[CH:13][CH:12]=2)=[O:10])=[C:5]([O:31]COC)[CH:4]=1.Cl.